From a dataset of NCI-60 drug combinations with 297,098 pairs across 59 cell lines. Regression. Given two drug SMILES strings and cell line genomic features, predict the synergy score measuring deviation from expected non-interaction effect. (1) Drug 1: CN(C(=O)NC(C=O)C(C(C(CO)O)O)O)N=O. Drug 2: COC1=C2C(=CC3=C1OC=C3)C=CC(=O)O2. Cell line: UACC62. Synergy scores: CSS=0.524, Synergy_ZIP=-0.953, Synergy_Bliss=0.113, Synergy_Loewe=-1.62, Synergy_HSA=-1.09. (2) Drug 1: CNC(=O)C1=CC=CC=C1SC2=CC3=C(C=C2)C(=NN3)C=CC4=CC=CC=N4. Drug 2: C1CN1P(=S)(N2CC2)N3CC3. Cell line: COLO 205. Synergy scores: CSS=24.0, Synergy_ZIP=-6.43, Synergy_Bliss=-1.49, Synergy_Loewe=-11.4, Synergy_HSA=-4.33. (3) Drug 1: CNC(=O)C1=CC=CC=C1SC2=CC3=C(C=C2)C(=NN3)C=CC4=CC=CC=N4. Drug 2: C1CN(P(=O)(OC1)NCCCl)CCCl. Cell line: HCT-15. Synergy scores: CSS=10.2, Synergy_ZIP=1.93, Synergy_Bliss=4.40, Synergy_Loewe=0.0362, Synergy_HSA=2.28.